This data is from NCI-60 drug combinations with 297,098 pairs across 59 cell lines. The task is: Regression. Given two drug SMILES strings and cell line genomic features, predict the synergy score measuring deviation from expected non-interaction effect. Drug 1: CC1=CC=C(C=C1)C2=CC(=NN2C3=CC=C(C=C3)S(=O)(=O)N)C(F)(F)F. Drug 2: C1=NC2=C(N=C(N=C2N1C3C(C(C(O3)CO)O)O)F)N. Cell line: MOLT-4. Synergy scores: CSS=42.3, Synergy_ZIP=-2.90, Synergy_Bliss=-0.327, Synergy_Loewe=1.79, Synergy_HSA=2.88.